This data is from Reaction yield outcomes from USPTO patents with 853,638 reactions. The task is: Predict the reaction yield, written as a fraction of the theoretical maximum amount of product (1.0 means a 100% yield; for example, 0.34 means a 34% yield). The reactants are [CH:1]([O:4][C:5]1[CH:14]=[C:13]([C:15]([F:18])([F:17])[F:16])[C:12]2[C:7](=[CH:8][CH:9]=[C:10]3[NH:22][C@H:21]([CH3:23])[CH2:20][O:19][C:11]3=2)[N:6]=1)([CH3:3])[CH3:2].[CH:24](=O)[CH2:25][CH3:26].[BH3-]C#N.[Na+]. The catalyst is C(O)(C(F)(F)F)=O. The product is [CH:1]([O:4][C:5]1[CH:14]=[C:13]([C:15]([F:18])([F:17])[F:16])[C:12]2[C:7](=[CH:8][CH:9]=[C:10]3[N:22]([CH2:24][CH2:25][CH3:26])[C@H:21]([CH3:23])[CH2:20][O:19][C:11]3=2)[N:6]=1)([CH3:3])[CH3:2]. The yield is 1.00.